This data is from Forward reaction prediction with 1.9M reactions from USPTO patents (1976-2016). The task is: Predict the product of the given reaction. Given the reactants O1C=N[N:3]=[C:2]1[C:6]1[CH:14]=[CH:13][C:12]2[NH:11][C:10]3[CH:15]=[CH:16][CH:17]=[N:18][C:9]=3[C:8]=2[CH:7]=1.[H-].[Na+].Br[CH2:22][CH2:23][CH3:24], predict the reaction product. The product is: [CH2:22]([N:11]1[C:12]2[CH:13]=[CH:14][C:6]([C:2]#[N:3])=[CH:7][C:8]=2[C:9]2[N:18]=[CH:17][CH:16]=[CH:15][C:10]1=2)[CH2:23][CH3:24].